Dataset: Catalyst prediction with 721,799 reactions and 888 catalyst types from USPTO. Task: Predict which catalyst facilitates the given reaction. (1) Reactant: [CH3:1][CH:2]([CH2:7][CH2:8][CH3:9])[CH:3]([OH:6])[C:4]#[CH:5].N1C=CN=C1.[Si:15](Cl)([C:18]([CH3:21])([CH3:20])[CH3:19])([CH3:17])[CH3:16].[NH4+].[Cl-]. Product: [C:18]([Si:15]([CH3:17])([CH3:16])[O:6][CH:3]([CH:2]([CH3:1])[CH2:7][CH2:8][CH3:9])[C:4]#[CH:5])([CH3:21])([CH3:20])[CH3:19]. The catalyst class is: 31. (2) Reactant: [Cl:1][C:2]1[CH:7]=[CH:6][C:5]([C:8]2[C:14]3[CH:15]=[C:16]([C:19]4[C:20]([CH3:25])=[N:21][O:22][C:23]=4[CH3:24])[CH:17]=[CH:18][C:13]=3[N:12]3[C:26]([CH3:29])=[N:27][N:28]=[C:11]3[CH2:10][CH:9]=2)=[CH:4][CH:3]=1.C([Li])(CC)C.Cl[CH2:36][C:37]1[O:38][C:39]([CH3:42])=[N:40][N:41]=1. Product: [Cl:1][C:2]1[CH:7]=[CH:6][C:5]([C:8]2[C:14]3[CH:15]=[C:16]([C:19]4[C:20]([CH3:25])=[N:21][O:22][C:23]=4[CH3:24])[CH:17]=[CH:18][C:13]=3[N:12]3[C:26]([CH3:29])=[N:27][N:28]=[C:11]3[CH:10]([CH2:36][C:37]3[O:38][C:39]([CH3:42])=[N:40][N:41]=3)[CH:9]=2)=[CH:4][CH:3]=1. The catalyst class is: 1. (3) Reactant: [NH2:1][CH2:2][C:3]1[CH:8]=[CH:7][C:6]([NH:9][CH2:10][C:11]2[CH:16]=[CH:15][CH:14]=[CH:13][CH:12]=2)=[CH:5][CH:4]=1.[NH2:17][C:18]1[N:26]=[C:25]([Cl:27])[CH:24]=[CH:23][C:19]=1[C:20](O)=[O:21].F[P-](F)(F)(F)(F)F.N1(O[P+](N(C)C)(N(C)C)N(C)C)C2C=CC=CC=2N=N1.C(N(CC)CC)C. Product: [NH2:17][C:18]1[N:26]=[C:25]([Cl:27])[CH:24]=[CH:23][C:19]=1[C:20]([NH:1][CH2:2][C:3]1[CH:8]=[CH:7][C:6]([NH:9][CH2:10][C:11]2[CH:16]=[CH:15][CH:14]=[CH:13][CH:12]=2)=[CH:5][CH:4]=1)=[O:21]. The catalyst class is: 255. (4) Reactant: C([C@H]1NC[CH2:6][N:5]([CH2:9][C:10]2[CH:15]=[CH:14][C:13]([F:16])=[CH:12][CH:11]=2)[CH2:4]1)C.CCN=C=N[CH2:22][CH2:23][CH2:24][N:25]([CH3:27])[CH3:26].C1C=CC2N([OH:37])N=NC=2C=1.[Cl:38][C:39]1[CH:44]=[CH:43][C:42]([C:45](=C)[C:46](O)=O)=[C:41]([NH:50][C:51]([NH2:53])=[O:52])[CH:40]=1. Product: [Cl:38][C:39]1[CH:44]=[CH:43][C:42](/[CH:45]=[CH:46]/[C:27]([N:25]2[CH2:26][CH2:4][N:5]([CH2:9][C:10]3[CH:11]=[CH:12][C:13]([F:16])=[CH:14][CH:15]=3)[CH2:6][C@H:24]2[CH2:23][CH3:22])=[O:37])=[C:41]([NH:50][C:51]([NH2:53])=[O:52])[CH:40]=1. The catalyst class is: 2. (5) Reactant: Cl[CH2:2][CH2:3][CH2:4][CH:5]=[CH:6][CH2:7][CH2:8][C:9]([F:15])([F:14])[C:10]([F:13])([F:12])[F:11].[Br-:16].[Na+].C(OCC)(=O)C.O. Product: [Br:16][CH2:2][CH2:3][CH2:4][CH:5]=[CH:6][CH2:7][CH2:8][C:9]([F:15])([F:14])[C:10]([F:13])([F:12])[F:11]. The catalyst class is: 3. (6) Reactant: [Cl:1][C:2]1[C:10]([S:11](Cl)(=[O:13])=[O:12])=[CH:9][C:5]([C:6]([OH:8])=[O:7])=[C:4]([OH:15])[CH:3]=1.[NH:16]1[CH2:20][CH2:19][CH2:18][CH2:17]1.O.Cl. Product: [Cl:1][C:2]1[C:10]([S:11]([N:16]2[CH2:20][CH2:19][CH2:18][CH2:17]2)(=[O:13])=[O:12])=[CH:9][C:5]([C:6]([OH:8])=[O:7])=[C:4]([OH:15])[CH:3]=1. The catalyst class is: 7. (7) Reactant: [NH2:1][CH:2]([C:6]1[CH:11]=[CH:10][C:9]([Cl:12])=[CH:8][CH:7]=1)[C:3]([NH2:5])=[O:4].[O:13]1[CH2:18][CH2:17][C:16](=O)[CH2:15][CH2:14]1. Product: [Cl:12][C:9]1[CH:10]=[CH:11][C:6]([CH:2]2[NH:1][C:16]3([CH2:17][CH2:18][O:13][CH2:14][CH2:15]3)[NH:5][C:3]2=[O:4])=[CH:7][CH:8]=1. The catalyst class is: 5. (8) Product: [CH:1]([C@:4]1([C:10]([N:12]2[CH2:17][CH2:16][N:15]([C:18]3[CH:23]=[CH:22][CH:21]=[C:20]([C:24]([F:26])([F:27])[F:25])[CH:19]=3)[CH2:14][CH2:13]2)=[O:11])[CH2:8][CH2:7][C@@H:6]([NH:9][CH:34]2[CH2:33][CH2:32][O:31][CH2:30][CH:29]2[CH3:28])[CH2:5]1)([CH3:3])[CH3:2]. Reactant: [CH:1]([C@:4]1([C:10]([N:12]2[CH2:17][CH2:16][N:15]([C:18]3[CH:23]=[CH:22][CH:21]=[C:20]([C:24]([F:27])([F:26])[F:25])[CH:19]=3)[CH2:14][CH2:13]2)=[O:11])[CH2:8][CH2:7][C@@H:6]([NH2:9])[CH2:5]1)([CH3:3])[CH3:2].[CH3:28][CH:29]1[C:34](=O)[CH2:33][CH2:32][O:31][CH2:30]1.C(N(CC)CC)C.C(O[BH-](OC(=O)C)OC(=O)C)(=O)C.[Na+]. The catalyst class is: 4. (9) Reactant: [C:1]([C@H:5]1[CH2:10][CH2:9][C@H:8]([O:11][C:12]2[CH:21]=[C:20]([CH3:22])[C:19]3[C:14](=[CH:15][CH:16]=[CH:17][CH:18]=3)[C:13]=2[CH2:23][N:24]2[CH2:29][CH2:28][C:27]([CH3:35])([C:30]([O:32]CC)=[O:31])[CH2:26][CH2:25]2)[CH2:7][CH2:6]1)([CH3:4])([CH3:3])[CH3:2].[OH-].[Na+].Cl. Product: [C:1]([C@H:5]1[CH2:6][CH2:7][C@H:8]([O:11][C:12]2[CH:21]=[C:20]([CH3:22])[C:19]3[C:14](=[CH:15][CH:16]=[CH:17][CH:18]=3)[C:13]=2[CH2:23][N:24]2[CH2:25][CH2:26][C:27]([CH3:35])([C:30]([OH:32])=[O:31])[CH2:28][CH2:29]2)[CH2:9][CH2:10]1)([CH3:4])([CH3:2])[CH3:3]. The catalyst class is: 87. (10) The catalyst class is: 31. Product: [Br:1][C:2]1[CH:7]=[CH:6][CH:5]=[C:4]([S:8][CH2:14][CH:13]([O:16][CH3:17])[O:12][CH3:11])[CH:3]=1. Reactant: [Br:1][C:2]1[CH:3]=[C:4]([SH:8])[CH:5]=[CH:6][CH:7]=1.[H-].[Na+].[CH3:11][O:12][CH:13]([O:16][CH3:17])[CH2:14]Br.